This data is from CYP2D6 inhibition data for predicting drug metabolism from PubChem BioAssay. The task is: Regression/Classification. Given a drug SMILES string, predict its absorption, distribution, metabolism, or excretion properties. Task type varies by dataset: regression for continuous measurements (e.g., permeability, clearance, half-life) or binary classification for categorical outcomes (e.g., BBB penetration, CYP inhibition). Dataset: cyp2d6_veith. (1) The molecule is C=CCSC[C@@H]1Nc2cc(Cl)c(S(N)(=O)=O)cc2S(=O)(=O)N1. The result is 0 (non-inhibitor). (2) The drug is c1cc(NNc2cccc(-c3nn[nH]n3)c2)cc(-c2nn[nH]n2)c1. The result is 0 (non-inhibitor). (3) The molecule is C#CCCCO/N=C1/C[C@@H](O)[C@@H](O)[C@H]2[C@@H]1CC[C@@H]1C(=O)N(CC)C(=O)[C@H]12. The result is 0 (non-inhibitor). (4) The compound is CCOC(=O)Cc1csc(NS(=O)(=O)c2ccccc2)n1. The result is 0 (non-inhibitor). (5) The molecule is O[C@@H](CN1CC1)[C@H](O)CN1CC1. The result is 0 (non-inhibitor). (6) The drug is O=S(=O)(c1ccccc1)N1CN2CN(C1)CN(S(=O)(=O)c1ccccc1)C2. The result is 0 (non-inhibitor). (7) The molecule is CCOc1ccc(C(CC(=O)O)NC(=O)COc2ccccc2)cc1. The result is 0 (non-inhibitor).